From a dataset of Reaction yield outcomes from USPTO patents with 853,638 reactions. Predict the reaction yield, written as a fraction of the theoretical maximum amount of product (1.0 means a 100% yield; for example, 0.34 means a 34% yield). The reactants are [Cl:1][CH2:2][C:3]([C:5]1[CH:6]=[CH:7][C:8]2[O:13][CH2:12][C:11](=[O:14])[NH:10][C:9]=2[CH:15]=1)=O.C([SiH](CC)CC)C. The catalyst is FC(F)(F)C(O)=O. The product is [Cl:1][CH2:2][CH2:3][C:5]1[CH:6]=[CH:7][C:8]2[O:13][CH2:12][C:11](=[O:14])[NH:10][C:9]=2[CH:15]=1. The yield is 0.910.